From a dataset of TCR-epitope binding with 47,182 pairs between 192 epitopes and 23,139 TCRs. Binary Classification. Given a T-cell receptor sequence (or CDR3 region) and an epitope sequence, predict whether binding occurs between them. (1) The epitope is HLVDFQVTI. The TCR CDR3 sequence is CASSDSTGKQPQHF. Result: 1 (the TCR binds to the epitope). (2) The epitope is LLWNGPMAV. The TCR CDR3 sequence is CASSQVALGQIKNIQYF. Result: 0 (the TCR does not bind to the epitope). (3) The epitope is SEVGPEHSLAEY. The TCR CDR3 sequence is CASSLSPPLAGGLGETQYF. Result: 1 (the TCR binds to the epitope). (4) The epitope is NLDSKVGGNY. The TCR CDR3 sequence is CASSPRFGTNQPQHF. Result: 0 (the TCR does not bind to the epitope). (5) The epitope is QIKVRVKMV. The TCR CDR3 sequence is CASSPTGGELFF. Result: 0 (the TCR does not bind to the epitope). (6) The epitope is ELAGIGILTV. The TCR CDR3 sequence is CASSQEGNTGELFF. Result: 1 (the TCR binds to the epitope). (7) The epitope is KLSYGIATV. The TCR CDR3 sequence is CASSQETGLLQETQYF. Result: 1 (the TCR binds to the epitope). (8) The epitope is ALLADKFPV. The TCR CDR3 sequence is CSVARHRAGNYGYTF. Result: 0 (the TCR does not bind to the epitope). (9) The epitope is IVTDFSVIK. The TCR CDR3 sequence is CASSLSTTNEQFF. Result: 0 (the TCR does not bind to the epitope). (10) The epitope is KLVALGINAV. The TCR CDR3 sequence is CASSPAPSASSYEQYF. Result: 1 (the TCR binds to the epitope).